From a dataset of Forward reaction prediction with 1.9M reactions from USPTO patents (1976-2016). Predict the product of the given reaction. (1) Given the reactants [Cl:1]C1C(F)=C(C[N:9]2[CH2:14][CH2:13][C@@H:12]([C:15]([O:17][CH3:18])=[O:16])[CH2:11][C@H:10]2[CH3:19])C=CC=1.ClCCCl.ClC(OC(Cl)C)=O, predict the reaction product. The product is: [ClH:1].[CH3:19][C@@H:10]1[CH2:11][C@H:12]([C:15]([O:17][CH3:18])=[O:16])[CH2:13][CH2:14][NH:9]1. (2) Given the reactants [Cl:1][C:2]1[C:7]([CH3:8])=[CH:6][N:5]=[C:4]([CH2:9][OH:10])[CH:3]=1.C([O-])([O-])=[O:12].[Na+].[Na+].[O-][Mn](=O)(=O)=O.[K+], predict the reaction product. The product is: [Cl:1][C:2]1[C:7]([CH3:8])=[CH:6][N:5]=[C:4]([C:9]([OH:12])=[O:10])[CH:3]=1. (3) Given the reactants [Br:1][C:2]1[N:7]=[C:6]([CH:8]=[O:9])[CH:5]=[CH:4][CH:3]=1.[Si]([C:14]([F:17])([F:16])[F:15])(C)(C)C.[F-].C([N+](CCCC)(CCCC)CCCC)CCC, predict the reaction product. The product is: [Br:1][C:2]1[N:7]=[C:6]([CH:8]([OH:9])[C:14]([F:17])([F:16])[F:15])[CH:5]=[CH:4][CH:3]=1.